From a dataset of Reaction yield outcomes from USPTO patents with 853,638 reactions. Predict the reaction yield, written as a fraction of the theoretical maximum amount of product (1.0 means a 100% yield; for example, 0.34 means a 34% yield). (1) The reactants are C([N:4]1[C:12]2[C:7](=[CH:8][C:9]([C:13]([NH:15][CH2:16][CH2:17][CH2:18][C:19]([O:21]C)=O)=[O:14])=[CH:10][CH:11]=2)[C:6]([C:23]2[CH:28]=[CH:27][C:26]([F:29])=[CH:25][CH:24]=2)=[N:5]1)(=O)C.[NH3:30]. The catalyst is CO. The product is [C:19]([CH2:18][CH2:17][CH2:16][NH:15][C:13]([C:9]1[CH:8]=[C:7]2[C:12](=[CH:11][CH:10]=1)[NH:4][N:5]=[C:6]2[C:23]1[CH:24]=[CH:25][C:26]([F:29])=[CH:27][CH:28]=1)=[O:14])(=[O:21])[NH2:30]. The yield is 0.430. (2) The reactants are CO[C:3]([CH2:5][CH2:6][C@H:7]([NH2:11])[C:8]([OH:10])=[O:9])=[O:4].C(C1CCCC1=O)(=O)C.[CH2:21]([N:23](CC)CC)[CH3:22].C(N)C. The catalyst is CO. The product is [NH2:11][C@H:7]([C:8]([OH:10])=[O:9])[CH2:6][CH2:5][C:3]([NH:23][CH2:21][CH3:22])=[O:4]. The yield is 0.667. (3) The reactants are CC(C)([O-])C.[K+].[OH:7][CH2:8][CH2:9][N:10]1[CH2:15][CH2:14][N:13](C(OCC2C=CC=CC=2)=O)[CH2:12][CH2:11]1.F[C:27]1[CH:34]=[CH:33][C:32]([F:35])=[CH:31][C:28]=1[C:29]#[N:30].[Cl-].[NH4+]. The catalyst is CO.[C].[Pd].C(OCC)C.O1CCCC1. The product is [C:29]([C:28]1[CH:31]=[C:32]([F:35])[CH:33]=[CH:34][C:27]=1[O:7][CH2:8][CH2:9][N:10]1[CH2:11][CH2:12][NH:13][CH2:14][CH2:15]1)#[N:30]. The yield is 0.800. (4) The reactants are [F:1][C:2]1[CH:7]=[CH:6][CH:5]=[C:4]([F:8])[C:3]=1[S:9]([N:12]1[CH:16]=[C:15]([CH:17]=[O:18])[N:14]=[C:13]1[C:19]1[CH:24]=[CH:23][CH:22]=[CH:21][CH:20]=1)(=[O:11])=[O:10].[Cl-].[CH3:26][NH3+:27].[C:38]([O:37][BH-]([O:37][C:38](=[O:40])[CH3:39])[O:37][C:38](=[O:40])[CH3:39])(=[O:40])[CH3:39].[Na+].C[OH:43]. No catalyst specified. The product is [C:38]([OH:37])(=[O:40])/[CH:39]=[CH:15]/[C:17]([OH:18])=[O:43].[F:1][C:2]1[CH:7]=[CH:6][CH:5]=[C:4]([F:8])[C:3]=1[S:9]([N:12]1[CH:16]=[C:15]([CH2:17][NH:27][CH3:26])[N:14]=[C:13]1[C:19]1[CH:24]=[CH:23][CH:22]=[CH:21][CH:20]=1)(=[O:11])=[O:10]. The yield is 0.440. (5) The reactants are [NH2:1][C:2]1[N:7]=[CH:6][C:5]([C:8]2[CH:9]=[C:10]([NH2:19])[C:11]([NH:14][C:15]([CH3:18])([CH3:17])[CH3:16])=[CH:12][CH:13]=2)=[CH:4][N:3]=1.[CH3:20][O:21][C:22]1[CH:23]=[CH:24][C:25]([N:30]2[CH:34]=[CH:33][C:32]([CH3:35])=[N:31]2)=[C:26]([CH:29]=1)[CH:27]=O.OOS([O-])=O.[K+].S([O-])([O-])(=O)=S.[Na+].[Na+]. The catalyst is CN(C=O)C.O. The product is [C:15]([N:14]1[C:11]2[CH:12]=[CH:13][C:8]([C:5]3[CH:4]=[N:3][C:2]([NH2:1])=[N:7][CH:6]=3)=[CH:9][C:10]=2[N:19]=[C:27]1[C:26]1[CH:29]=[C:22]([O:21][CH3:20])[CH:23]=[CH:24][C:25]=1[N:30]1[CH:34]=[CH:33][C:32]([CH3:35])=[N:31]1)([CH3:16])([CH3:18])[CH3:17]. The yield is 0.380. (6) The reactants are C[N:2](C)[CH:3]=[CH:4][C:5]([C:7]1[C:12](=[O:13])[CH:11]=[CH:10][N:9]([C:14]2[CH:19]=[CH:18][C:17]([N:20]3[CH2:25][CH2:24][CH2:23][CH2:22][CH2:21]3)=[CH:16][CH:15]=2)[N:8]=1)=O.[C:27]1([NH:33]N)[CH:32]=[CH:31][CH:30]=[CH:29][CH:28]=1. The catalyst is CO. The product is [C:27]1([N:33]2[C:5]([C:7]3[C:12](=[O:13])[CH:11]=[CH:10][N:9]([C:14]4[CH:15]=[CH:16][C:17]([N:20]5[CH2:21][CH2:22][CH2:23][CH2:24][CH2:25]5)=[CH:18][CH:19]=4)[N:8]=3)=[CH:4][CH:3]=[N:2]2)[CH:32]=[CH:31][CH:30]=[CH:29][CH:28]=1. The yield is 0.0400.